Dataset: Catalyst prediction with 721,799 reactions and 888 catalyst types from USPTO. Task: Predict which catalyst facilitates the given reaction. (1) The catalyst class is: 8. Product: [CH3:12][C:2]([NH2:13])([CH3:1])[CH2:3][CH2:4][CH2:5][C:6]1[CH:11]=[CH:10][CH:9]=[CH:8][CH:7]=1. Reactant: [CH3:1][C:2]([NH:13]C(=O)CCl)([CH3:12])[CH2:3][CH2:4][CH2:5][C:6]1[CH:11]=[CH:10][CH:9]=[CH:8][CH:7]=1.C(O)(=O)C.NC(N)=S. (2) Reactant: [F:1][C:2]1[CH:7]=[C:6]([CH2:8][OH:9])[CH:5]=[CH:4][N:3]=1.[S:10](Cl)([CH3:13])(=[O:12])=[O:11]. Product: [F:1][C:2]1[CH:7]=[C:6]([CH2:8][O:9][S:10]([CH3:13])(=[O:12])=[O:11])[CH:5]=[CH:4][N:3]=1. The catalyst class is: 2. (3) Reactant: [CH2:1]([C:3]1[C:11]2[C:6](=[CH:7][CH:8]=[CH:9][C:10]=2[NH:12][C:13]([C:15]2[N:19]3[CH:20]=[CH:21][C:22]([C:24]([NH:26][NH:27][CH:28]=O)=O)=[CH:23][C:18]3=[N:17][CH:16]=2)=[O:14])[N:5]([CH2:30][C:31]2[CH:36]=[CH:35][CH:34]=[C:33]([CH3:37])[N:32]=2)[N:4]=1)[CH3:2].C[Si](C)(C)O[Si](C)(C)C.P12(SP3(SP(SP(S3)(S1)=S)(=S)S2)=S)=[S:48]. Product: [CH2:1]([C:3]1[C:11]2[C:6](=[CH:7][CH:8]=[CH:9][C:10]=2[NH:12][C:13]([C:15]2[N:19]3[CH:20]=[CH:21][C:22]([C:24]4[S:48][CH:28]=[N:27][N:26]=4)=[CH:23][C:18]3=[N:17][CH:16]=2)=[O:14])[N:5]([CH2:30][C:31]2[CH:36]=[CH:35][CH:34]=[C:33]([CH3:37])[N:32]=2)[N:4]=1)[CH3:2]. The catalyst class is: 857.